This data is from Reaction yield outcomes from USPTO patents with 853,638 reactions. The task is: Predict the reaction yield, written as a fraction of the theoretical maximum amount of product (1.0 means a 100% yield; for example, 0.34 means a 34% yield). (1) The reactants are [CH3:1][N:2]([CH2:10][CH2:11][CH2:12][N:13]([CH3:25])[C:14]([C:16]1[CH:21]=[CH:20][C:19]([N+:22]([O-])=O)=[CH:18][CH:17]=1)=[O:15])[C:3](=[O:9])[O:4][C:5]([CH3:8])([CH3:7])[CH3:6].[H][H]. The catalyst is CO.[C].[Pd]. The product is [NH2:22][C:19]1[CH:20]=[CH:21][C:16]([C:14]([N:13]([CH3:25])[CH2:12][CH2:11][CH2:10][N:2]([CH3:1])[C:3](=[O:9])[O:4][C:5]([CH3:8])([CH3:6])[CH3:7])=[O:15])=[CH:17][CH:18]=1. The yield is 1.00. (2) The reactants are C(O)(=O)C.[CH3:5][O:6][C:7]1[CH:19]=[C:18]([N+:20]([O-:22])=[O:21])[CH:17]=[CH:16][C:8]=1[O:9][CH:10]1[CH2:15][CH2:14][NH:13][CH2:12][CH2:11]1.[CH3:23][C:24]([CH3:26])=O.C([BH3-])#N.[Na+]. The catalyst is CO. The product is [CH:24]([N:13]1[CH2:14][CH2:15][CH:10]([O:9][C:8]2[CH:16]=[CH:17][C:18]([N+:20]([O-:22])=[O:21])=[CH:19][C:7]=2[O:6][CH3:5])[CH2:11][CH2:12]1)([CH3:26])[CH3:23]. The yield is 0.970. (3) The reactants are C(NC1C=CC(C2C=C3C(CN([C@@H](C(C)C)C(O)=O)C3=O)=CC=2)=CC=1)(=O)C1C=CC=CC=1.[Cl:33][C:34]1[CH:66]=[CH:65][CH:64]=[C:63]([Cl:67])[C:35]=1[C:36]([NH:38][C:39]1[CH:44]=[CH:43][C:42]([C:45]2[CH:53]=[C:52]3[C:48]([CH2:49][N:50]([C@@H:55]([CH:60]([CH3:62])[CH3:61])[C:56]([O:58]C)=[O:57])[C:51]3=[O:54])=[CH:47][CH:46]=2)=[CH:41][CH:40]=1)=[O:37]. No catalyst specified. The product is [Cl:33][C:34]1[CH:66]=[CH:65][CH:64]=[C:63]([Cl:67])[C:35]=1[C:36]([NH:38][C:39]1[CH:44]=[CH:43][C:42]([C:45]2[CH:53]=[C:52]3[C:48]([CH2:49][N:50]([C@@H:55]([CH:60]([CH3:62])[CH3:61])[C:56]([OH:58])=[O:57])[C:51]3=[O:54])=[CH:47][CH:46]=2)=[CH:41][CH:40]=1)=[O:37]. The yield is 0.430. (4) The reactants are C[O:2][C:3]([C@@H:5]1[CH2:9][CH2:8][C@H:7]([C:10]([N:12]2[CH2:17][CH2:16][N:15]([C:18]3[CH:23]=[CH:22][C:21]([O:24][CH3:25])=[C:20]([O:26][CH:27]4[CH2:31][CH2:30][CH2:29][CH2:28]4)[CH:19]=3)[CH2:14][C@@H:13]2[CH2:32][C:33]2[CH:38]=[CH:37][CH:36]=[CH:35][CH:34]=2)=[O:11])[CH2:6]1)=[O:4].[Li+].[OH-]. No catalyst specified. The product is [CH2:32]([C@H:13]1[CH2:14][N:15]([C:18]2[CH:23]=[CH:22][C:21]([O:24][CH3:25])=[C:20]([O:26][CH:27]3[CH2:28][CH2:29][CH2:30][CH2:31]3)[CH:19]=2)[CH2:16][CH2:17][N:12]1[C:10]([C@H:7]1[CH2:8][CH2:9][C@@H:5]([C:3]([OH:4])=[O:2])[CH2:6]1)=[O:11])[C:33]1[CH:34]=[CH:35][CH:36]=[CH:37][CH:38]=1. The yield is 0.800. (5) The reactants are [Cl:1][C:2]1[C:3]([O:12][C:13]2[CH:18]=[C:17]([OH:19])[CH:16]=[CH:15][C:14]=2/[CH:20]=[CH:21]/[C:22]([O:24][CH2:25][CH3:26])=[O:23])=[N:4][CH:5]=[C:6]([C:8]([F:11])([F:10])[F:9])[CH:7]=1.C(=O)([O-])[O-].[K+].[K+].CC1C=CC(S(O[CH2:44][CH2:45][CH2:46][S:47]([CH3:50])(=[O:49])=[O:48])(=O)=O)=CC=1.Cl. The catalyst is CN(C)C=O. The product is [Cl:1][C:2]1[C:3]([O:12][C:13]2[CH:18]=[C:17]([O:19][CH2:44][CH2:45][CH2:46][S:47]([CH3:50])(=[O:49])=[O:48])[CH:16]=[CH:15][C:14]=2/[CH:20]=[CH:21]/[C:22]([O:24][CH2:25][CH3:26])=[O:23])=[N:4][CH:5]=[C:6]([C:8]([F:9])([F:11])[F:10])[CH:7]=1. The yield is 0.970. (6) The reactants are [CH3:1][C:2]1([CH3:12])[O:6][C:5](=[CH:7][C:8](Cl)=[O:9])[C:4](=[O:11])[O:3]1.[CH2:13]([O:20][NH:21][CH2:22][C:23]1[CH:28]=[CH:27][C:26]([Cl:29])=[C:25]([Cl:30])[CH:24]=1)[C:14]1[CH:19]=[CH:18][CH:17]=[CH:16][CH:15]=1. No catalyst specified. The product is [CH2:13]([O:20][N:21]([CH2:22][C:23]1[CH:28]=[CH:27][C:26]([Cl:29])=[C:25]([Cl:30])[CH:24]=1)[C:8](=[O:9])[CH:7]=[C:5]1[C:4](=[O:11])[O:3][C:2]([CH3:12])([CH3:1])[O:6]1)[C:14]1[CH:15]=[CH:16][CH:17]=[CH:18][CH:19]=1. The yield is 0.780. (7) The reactants are C[O:2][C:3]([C:5]1[C:6]([C:10]2[CH:15]=[CH:14][CH:13]=[CH:12][CH:11]=2)=[N:7][O:8][CH:9]=1)=O.C(OC(C1C(C2C=CC=CC=2F)=NOC=1C)=O)C. No catalyst specified. The product is [C:10]1([C:6]2[C:5]([CH2:3][OH:2])=[CH:9][O:8][N:7]=2)[CH:11]=[CH:12][CH:13]=[CH:14][CH:15]=1. The yield is 0.610. (8) The reactants are FC1C(F)=C(F)C(F)=C(F)C=1O[C:13]([C:15]1[CH:20]=[CH:19][CH:18]=[CH:17][N:16]=1)=[O:14].[CH3:21][C:22]1[CH:27]=[C:26]([B:28]2[O:32][C:31]([CH3:34])([CH3:33])[C:30]([CH3:36])([CH3:35])[O:29]2)[CH:25]=[C:24]([CH3:37])[C:23]=1[C:38]1[C:42](=[O:43])[CH2:41][CH:40]([CH2:44][C:45]#[N:46])[C:39]=1[O:47][CH3:48].[H][H]. The catalyst is [Ni].COCCOC. The product is [CH3:21][C:22]1[CH:27]=[C:26]([B:28]2[O:32][C:31]([CH3:33])([CH3:34])[C:30]([CH3:36])([CH3:35])[O:29]2)[CH:25]=[C:24]([CH3:37])[C:23]=1[C:38]1[C:42](=[O:43])[CH2:41][CH:40]([CH2:44][CH2:45][NH:46][C:13]([C:15]2[CH:20]=[CH:19][CH:18]=[CH:17][N:16]=2)=[O:14])[C:39]=1[O:47][CH3:48]. The yield is 0.710.